Dataset: Forward reaction prediction with 1.9M reactions from USPTO patents (1976-2016). Task: Predict the product of the given reaction. (1) The product is: [C:1]([N:5]1[C:9]([NH:10][C:11]2[N:16]=[C:15]([CH2:17][C:18]3([C:37]([NH:39][NH2:40])=[O:38])[CH2:19][CH2:20][N:21]([C:24](=[O:36])[C:25]4[CH:30]=[CH:29][CH:28]=[C:27]([C:31]([F:32])([F:34])[F:33])[C:26]=4[F:35])[CH2:22][CH2:23]3)[CH:14]=[CH:13][CH:12]=2)=[CH:8][CH:7]=[N:6]1)([CH3:4])([CH3:2])[CH3:3]. Given the reactants [C:1]([N:5]1[C:9]([NH:10][C:11]2[N:16]=[C:15]([CH2:17][C:18]3([C:37]([NH:39][NH:40]C(OC(C)(C)C)=O)=[O:38])[CH2:23][CH2:22][N:21]([C:24](=[O:36])[C:25]4[CH:30]=[CH:29][CH:28]=[C:27]([C:31]([F:34])([F:33])[F:32])[C:26]=4[F:35])[CH2:20][CH2:19]3)[CH:14]=[CH:13][CH:12]=2)=[CH:8][CH:7]=[N:6]1)([CH3:4])([CH3:3])[CH3:2].FC(F)(F)C(O)=O, predict the reaction product. (2) Given the reactants N#N.Br[C:4]1[C:13]2[C:8](=[CH:9][CH:10]=[C:11]([C:14]3[CH:19]=[CH:18][CH:17]=[CH:16][N:15]=3)[CH:12]=2)[C:7](=[O:20])[N:6]([CH3:21])[CH:5]=1.[CH2:22]([S:24]([NH:27][C:28]1[CH:29]=[C:30](B(O)O)[CH:31]=[CH:32][CH:33]=1)(=[O:26])=[O:25])[CH3:23].[O-]P([O-])([O-])=O.[K+].[K+].[K+], predict the reaction product. The product is: [CH3:21][N:6]1[CH:5]=[C:4]([C:32]2[CH:33]=[C:28]([NH:27][S:24]([CH2:22][CH3:23])(=[O:25])=[O:26])[CH:29]=[CH:30][CH:31]=2)[C:13]2[C:8](=[CH:9][CH:10]=[C:11]([C:14]3[CH:19]=[CH:18][CH:17]=[CH:16][N:15]=3)[CH:12]=2)[C:7]1=[O:20]. (3) Given the reactants [Cl:1][C:2]1[CH:3]=[C:4]([C:8]2[CH:26]=[C:11]3[N:12]=[C:13]([CH3:25])[C:14]([C:19](=[O:24])[C:20]([O:22][CH3:23])=[O:21])=[C:15]([CH:16]([CH3:18])[CH3:17])[N:10]3[N:9]=2)[CH:5]=[CH:6][CH:7]=1.CB1N2CCC[C@@H]2C(C2C=CC=CC=2)(C2C=CC=CC=2)O1.C1(C)C=CC=CC=1.C1COCC1, predict the reaction product. The product is: [Cl:1][C:2]1[CH:3]=[C:4]([C:8]2[CH:26]=[C:11]3[N:12]=[C:13]([CH3:25])[C:14]([C@H:19]([OH:24])[C:20]([O:22][CH3:23])=[O:21])=[C:15]([CH:16]([CH3:18])[CH3:17])[N:10]3[N:9]=2)[CH:5]=[CH:6][CH:7]=1.